This data is from Reaction yield outcomes from USPTO patents with 853,638 reactions. The task is: Predict the reaction yield, written as a fraction of the theoretical maximum amount of product (1.0 means a 100% yield; for example, 0.34 means a 34% yield). (1) The reactants are C[C:2]1[CH:7]=[C:6](C(F)(F)F)[CH:5]=[CH:4][C:3]=1C1C=CC=C2C=1C=CC=[C:17]2[CH2:22][OH:23].C1C=CC(P(C2C=CC=CC=2)C2C=CC=CC=2)=CC=1.[C:43]([O:47]C(NC(NC(OC(C)(C)C)=O)=N)=O)(C)(C)[CH3:44].CC(OC(/N=N/C(OC(C)C)=O)=O)C. The catalyst is C1(C)C=CC=CC=1.O. The product is [CH3:44][CH2:43][O:47][C:22]([CH3:17])=[O:23].[CH3:6][CH2:7][CH2:2][CH2:3][CH2:4][CH3:5]. The yield is 0.790. (2) The reactants are [CH2:1]([N:8]1[CH2:12][CH2:11][C:10]2([C:20]3[C:15](=[CH:16][CH:17]=[CH:18][C:19]=3[CH2:21][NH2:22])[N:14](CC3C=CC(OC)=CC=3)[CH2:13]2)[CH2:9]1)[C:2]1[CH:7]=[CH:6][CH:5]=[CH:4][CH:3]=1.[C:32]([OH:38])([C:34]([F:37])([F:36])[F:35])=[O:33]. No catalyst specified. The product is [F:35][C:34]([F:37])([F:36])[C:32]([OH:38])=[O:33].[CH2:1]([N:8]1[CH2:12][CH2:11][C:10]2([C:20]3[C:15](=[CH:16][CH:17]=[CH:18][C:19]=3[CH2:21][NH2:22])[NH:14][CH2:13]2)[CH2:9]1)[C:2]1[CH:7]=[CH:6][CH:5]=[CH:4][CH:3]=1. The yield is 0.720. (3) The reactants are C1(P(C2C=CC=CC=2)C2C=CC=CC=2)C=CC=CC=1.COC(C1CC2C(=CC=CC=2)CN1[C:34](=[O:54])[C:35]1[CH:40]=[C:39]([O:41][CH3:42])[C:38]([O:43][CH2:44][C:45]2[CH:50]=[CH:49][CH:48]=[CH:47][CH:46]=2)=[CH:37][C:36]=1[N+:51]([O-:53])=[O:52])=O.C(=C1CN2C(=O)C3C=C(OC)C(OCCCO)=CC=3N(COCC[Si](C)(C)C)C(=[O:66])C2C1)C. The catalyst is C1COCC1. The product is [CH2:44]([O:43][C:38]1[C:39]([O:41][CH3:42])=[CH:40][C:35]([C:34]([OH:54])=[O:66])=[C:36]([N+:51]([O-:53])=[O:52])[CH:37]=1)[C:45]1[CH:46]=[CH:47][CH:48]=[CH:49][CH:50]=1. The yield is 0.610. (4) The catalyst is CCO.[Pd]. The reactants are [CH3:1][N:2]([CH3:21])[CH:3]1[CH2:8][CH2:7][C:6]([C:9]2[C:17]3[C:12](=[CH:13][CH:14]=[C:15]([N+:18]([O-])=O)[CH:16]=3)[NH:11][CH:10]=2)=[CH:5][CH2:4]1.I.[S:23]1[CH:27]=[CH:26][CH:25]=[C:24]1[C:28](SC)=[NH:29]. The product is [CH3:1][N:2]([CH3:21])[CH:3]1[CH2:8][CH2:7][CH:6]([C:9]2[C:17]3[C:12](=[CH:13][CH:14]=[C:15]([NH:18][C:28]([C:24]4[S:23][CH:27]=[CH:26][CH:25]=4)=[NH:29])[CH:16]=3)[NH:11][CH:10]=2)[CH2:5][CH2:4]1. The yield is 0.720.